From a dataset of NCI-60 drug combinations with 297,098 pairs across 59 cell lines. Regression. Given two drug SMILES strings and cell line genomic features, predict the synergy score measuring deviation from expected non-interaction effect. Drug 1: COC1=C(C=C2C(=C1)N=CN=C2NC3=CC(=C(C=C3)F)Cl)OCCCN4CCOCC4. Drug 2: C(CN)CNCCSP(=O)(O)O. Cell line: HS 578T. Synergy scores: CSS=4.11, Synergy_ZIP=-3.24, Synergy_Bliss=-1.99, Synergy_Loewe=-7.39, Synergy_HSA=-3.01.